Dataset: Full USPTO retrosynthesis dataset with 1.9M reactions from patents (1976-2016). Task: Predict the reactants needed to synthesize the given product. (1) Given the product [Br:2][C:3]1[CH:4]=[C:5]([C:9]2([CH3:19])[CH2:14][N:13]3[CH:15]=[CH:16][N:17]=[C:12]3[C:11]([NH2:1])=[N:10]2)[CH:6]=[CH:7][CH:8]=1, predict the reactants needed to synthesize it. The reactants are: [NH3:1].[Br:2][C:3]1[CH:4]=[C:5]([C:9]2([CH3:19])[CH2:14][N:13]3[CH:15]=[CH:16][N:17]=[C:12]3[C:11](=S)[NH:10]2)[CH:6]=[CH:7][CH:8]=1.CO. (2) The reactants are: [NH:1]1[CH:5]=[CH:4][N:3]=[CH:2]1.[H-].[Na+].[CH:8]1([CH2:11][N:12]2[CH2:37][CH2:36][C@:19]34[C:20]5[C:21]6[O:35][C@H:18]3[C@@H:17]([CH2:38]S(C3C=CC(C)=CC=3)(=O)=O)[CH2:16][CH2:15][C@@:14]4([OH:49])[C@H:13]2[CH2:26][C:25]=5[CH:24]=[CH:23][C:22]=6[O:27][CH2:28][C:29]2[CH:34]=[CH:33][CH:32]=[CH:31][CH:30]=2)[CH2:10][CH2:9]1. Given the product [CH:8]1([CH2:11][N:12]2[CH2:37][CH2:36][C@:19]34[C:20]5[C:21]6[O:35][C@H:18]3[C@@H:17]([CH2:38][N:1]3[CH:5]=[CH:4][N:3]=[CH:2]3)[CH2:16][CH2:15][C@@:14]4([OH:49])[C@H:13]2[CH2:26][C:25]=5[CH:24]=[CH:23][C:22]=6[O:27][CH2:28][C:29]2[CH:30]=[CH:31][CH:32]=[CH:33][CH:34]=2)[CH2:10][CH2:9]1, predict the reactants needed to synthesize it. (3) Given the product [CH:30]([C:9]1[CH:8]=[C:7]([C:2]([OH:1])([C:17]2[CH:18]=[CH:19][CH:20]=[CH:21][CH:22]=2)[C:3]([O:5][CH3:6])=[O:4])[CH:12]=[CH:11][CH:10]=1)=[O:31], predict the reactants needed to synthesize it. The reactants are: [O:1]=[C:2]([C:7]1[CH:12]=[CH:11][CH:10]=[CH:9][CH:8]=1)[C:3]([O:5][CH3:6])=[O:4].C(OC(OCC)[C:17]1[CH:18]=[C:19]([Mg]Br)[CH:20]=[CH:21][CH:22]=1)C.C1C[O:31][CH2:30]C1. (4) Given the product [Cl:19][C:7]1[N:8]=[CH:9][C:10]2[C:2]([CH3:14])([CH3:1])[O:3][C:4]([CH3:13])([CH3:12])[C:5]=2[N:6]=1, predict the reactants needed to synthesize it. The reactants are: [CH3:1][C:2]1([CH3:14])[C:10]2[CH:9]=[N:8][C:7](N)=[N:6][C:5]=2[C:4]([CH3:13])([CH3:12])[O:3]1.N([O-])=O.[Na+].[Cl:19]CCl.